Dataset: Forward reaction prediction with 1.9M reactions from USPTO patents (1976-2016). Task: Predict the product of the given reaction. (1) Given the reactants [Li+].[Br-].[CH3:3][O:4][C:5]1[CH:10]=[CH:9][CH:8]=[C:7]([NH2:11])[CH:6]=1.[CH3:12][C:13]1[CH:21]=[CH:20][C:19]2[N:18]([CH2:22][CH:23]3[CH2:25][O:24]3)[C:17]3[CH2:26][CH2:27][N:28]([C:30]([O:32][CH2:33][CH3:34])=[O:31])[CH2:29][C:16]=3[C:15]=2[CH:14]=1, predict the reaction product. The product is: [OH:24][CH:23]([CH2:25][NH:11][C:7]1[CH:8]=[CH:9][CH:10]=[C:5]([O:4][CH3:3])[CH:6]=1)[CH2:22][N:18]1[C:19]2[CH:20]=[CH:21][C:13]([CH3:12])=[CH:14][C:15]=2[C:16]2[CH2:29][N:28]([C:30]([O:32][CH2:33][CH3:34])=[O:31])[CH2:27][CH2:26][C:17]1=2. (2) The product is: [CH3:20][N:21]([CH3:36])[CH2:22][CH2:23][NH:24][S:25]([C:28]1[CH:29]=[CH:30][C:31](/[CH:34]=[N:2]/[NH:1][C:3]2[N:8]=[CH:7][N:6]=[C:5]3[N:9]([C:12]4[CH:17]=[CH:16][CH:15]=[C:14]([O:18][CH3:19])[N:13]=4)[N:10]=[CH:11][C:4]=23)=[CH:32][CH:33]=1)(=[O:27])=[O:26]. Given the reactants [NH:1]([C:3]1[N:8]=[CH:7][N:6]=[C:5]2[N:9]([C:12]3[CH:17]=[CH:16][CH:15]=[C:14]([O:18][CH3:19])[N:13]=3)[N:10]=[CH:11][C:4]=12)[NH2:2].[CH3:20][N:21]([CH3:36])[CH2:22][CH2:23][NH:24][S:25]([C:28]1[CH:33]=[CH:32][C:31]([CH:34]=O)=[CH:30][CH:29]=1)(=[O:27])=[O:26].COC1N=C(N2C3=NC=NC(NN=CC4C=CN=CC=4)=C3C=N2)C=CC=1, predict the reaction product.